The task is: Predict the reactants needed to synthesize the given product.. This data is from Full USPTO retrosynthesis dataset with 1.9M reactions from patents (1976-2016). (1) Given the product [Cl:9][C:4]1[CH:5]=[C:6]([Cl:8])[N:7]=[C:2]([N:17]2[CH2:18][CH2:19][CH2:20][C@@H:16]2[CH3:15])[N:3]=1, predict the reactants needed to synthesize it. The reactants are: Cl[C:2]1[N:7]=[C:6]([Cl:8])[CH:5]=[C:4]([Cl:9])[N:3]=1.C(=O)(O)[O-].[Na+].[CH3:15][C@H:16]1[CH2:20][CH2:19][CH2:18][NH:17]1. (2) Given the product [CH2:13]([C:17]1[N:18]=[C:19]([CH3:50])[N:20]([CH2:39][C:40]2[N:44]=[C:43]([C:45]3[CH:49]=[CH:48][S:47][CH:46]=3)[O:42][N:41]=2)[C:21](=[O:38])[C:22]=1[CH2:23][C:24]1[CH:29]=[CH:28][C:27]([C:30]2[CH:35]=[CH:34][CH:33]=[CH:32][C:31]=2[C:36]2[NH:3][C:4](=[O:7])[O:5][N:37]=2)=[CH:26][CH:25]=1)[CH2:14][CH2:15][CH3:16], predict the reactants needed to synthesize it. The reactants are: [Cl-].O[NH3+:3].[C:4](=[O:7])([O-])[OH:5].[Na+].CS(C)=O.[CH2:13]([C:17]1[N:18]=[C:19]([CH3:50])[N:20]([CH2:39][C:40]2[N:44]=[C:43]([C:45]3[CH:49]=[CH:48][S:47][CH:46]=3)[O:42][N:41]=2)[C:21](=[O:38])[C:22]=1[CH2:23][C:24]1[CH:29]=[CH:28][C:27]([C:30]2[C:31]([C:36]#[N:37])=[CH:32][CH:33]=[CH:34][CH:35]=2)=[CH:26][CH:25]=1)[CH2:14][CH2:15][CH3:16]. (3) Given the product [N:15]([CH2:40][C:37]1[C:38]2[C:33](=[CH:32][CH:31]=[C:30]([Cl:29])[CH:39]=2)[CH:34]=[CH:35][CH:36]=1)=[N+:16]=[N-:17], predict the reactants needed to synthesize it. The reactants are: C1(P([N:15]=[N+:16]=[N-:17])(C2C=CC=CC=2)=O)C=CC=CC=1.N12CCCN=C1CCCCC2.[Cl:29][C:30]1[CH:39]=[C:38]2[C:33]([CH:34]=[CH:35][CH:36]=[C:37]2[CH2:40]O)=[CH:32][CH:31]=1. (4) Given the product [CH2:1]([O:3][C:4](=[O:17])[NH:5][C:6]1[CH:11]=[CH:10][C:9]([CH2:12][NH:26][C:25]2[CH:27]=[CH:28][C:22]([C:18]([CH3:21])([CH3:20])[CH3:19])=[CH:23][CH:24]=2)=[CH:8][C:7]=1[N+:14]([O-:16])=[O:15])[CH3:2], predict the reactants needed to synthesize it. The reactants are: [CH2:1]([O:3][C:4](=[O:17])[NH:5][C:6]1[CH:11]=[CH:10][C:9]([CH2:12]Br)=[CH:8][C:7]=1[N+:14]([O-:16])=[O:15])[CH3:2].[C:18]([C:22]1[CH:28]=[CH:27][C:25]([NH2:26])=[CH:24][CH:23]=1)([CH3:21])([CH3:20])[CH3:19].C([O-])([O-])=O.[K+].[K+]. (5) The reactants are: Cl.[NH:2]1[CH2:7][CH2:6][CH:5]([NH:8][C:9]([C:11]2[C:15]3[N:16]=[CH:17][N:18]=[C:19]([C:20]4[CH:25]=[C:24]([F:26])[C:23]([O:27][CH3:28])=[CH:22][C:21]=4[O:29][CH2:30][CH:31]4[CH2:33][CH2:32]4)[C:14]=3[NH:13][CH:12]=2)=[O:10])[CH2:4][CH2:3]1.Cl[C:35]([CH2:37][O:38]C(=O)C)=[O:36]. Given the product [OH:38][CH2:37][C:35]([N:2]1[CH2:3][CH2:4][CH:5]([NH:8][C:9]([C:11]2[C:15]3[N:16]=[CH:17][N:18]=[C:19]([C:20]4[CH:25]=[C:24]([F:26])[C:23]([O:27][CH3:28])=[CH:22][C:21]=4[O:29][CH2:30][CH:31]4[CH2:33][CH2:32]4)[C:14]=3[NH:13][CH:12]=2)=[O:10])[CH2:6][CH2:7]1)=[O:36], predict the reactants needed to synthesize it.